From a dataset of Forward reaction prediction with 1.9M reactions from USPTO patents (1976-2016). Predict the product of the given reaction. (1) Given the reactants Cl[C:2]1[CH:7]=[CH:6][C:5]([N+:8]([O-:10])=[O:9])=[CH:4][C:3]=1[F:11].[CH3:12][Si:13](N[Si:13]([CH3:15])([CH3:14])[CH3:12])([CH3:15])[CH3:14].C(OCC)(=O)C, predict the reaction product. The product is: [F:11][C:3]1[CH:4]=[C:5]([N+:8]([O-:10])=[O:9])[CH:6]=[CH:7][C:2]=1[Si:13]([CH3:15])([CH3:14])[CH3:12]. (2) Given the reactants [C:1]([C:3]1[CH:4]=[C:5]([CH:33]=[CH:34][CH:35]=1)COC1C=CC(S(NC[C@H](N2CCN(S(C)(=O)=O)CC2)C(O)=O)(=O)=O)=CC=1)#[N:2].C(C1C=C(C=CC=1)[CH2:41][O:42][C:43]1[CH:48]=[CH:47][C:46]([S:49]([NH:52][CH2:53][C@H:54]([N:59]2[CH2:64][CH2:63][N:62]([S:65]([CH3:68])(=[O:67])=[O:66])[CH2:61][CH2:60]2)[C:55]([NH:57][OH:58])=[O:56])(=[O:51])=[O:50])=[CH:45][CH:44]=1)#N, predict the reaction product. The product is: [C:1]([C:3]1[CH:4]=[CH:5][C:33]([CH2:41][O:42][C:43]2[CH:48]=[CH:47][C:46]([S:49]([NH:52][CH2:53][C@H:54]([N:59]3[CH2:60][CH2:61][N:62]([S:65]([CH3:68])(=[O:66])=[O:67])[CH2:63][CH2:64]3)[C:55]([NH:57][OH:58])=[O:56])(=[O:50])=[O:51])=[CH:45][CH:44]=2)=[CH:34][CH:35]=1)#[N:2]. (3) Given the reactants [CH:1]1([CH2:4][O:5][C:6]2[CH:11]=[C:10]([O:12][CH3:13])[CH:9]=[CH:8][C:7]=2[C:14]2[C:15]3[N:22]([CH2:23][O:24][CH2:25][CH2:26][Si:27]([CH3:30])([CH3:29])[CH3:28])[C:21]([CH3:31])=[C:20]([C:32](O)=[O:33])[C:16]=3[N:17]=[CH:18][N:19]=2)[CH2:3][CH2:2]1.[NH2:35][C@H:36]1[C@H:40]([OH:41])[CH2:39][N:38]([C:42]([O:44][C:45]([CH3:48])([CH3:47])[CH3:46])=[O:43])[CH2:37]1, predict the reaction product. The product is: [CH:1]1([CH2:4][O:5][C:6]2[CH:11]=[C:10]([O:12][CH3:13])[CH:9]=[CH:8][C:7]=2[C:14]2[C:15]3[N:22]([CH2:23][O:24][CH2:25][CH2:26][Si:27]([CH3:29])([CH3:28])[CH3:30])[C:21]([CH3:31])=[C:20]([C:32]([NH:35][C@H:36]4[C@H:40]([OH:41])[CH2:39][N:38]([C:42]([O:44][C:45]([CH3:48])([CH3:47])[CH3:46])=[O:43])[CH2:37]4)=[O:33])[C:16]=3[N:17]=[CH:18][N:19]=2)[CH2:3][CH2:2]1. (4) Given the reactants [Cl:1][C:2]1[CH:9]=[CH:8][CH:7]=[C:6]([Cl:10])[C:3]=1[CH:4]=O.[C:11]([CH2:13][C:14]([OH:16])=[O:15])#[N:12].C([O-])(=O)C.[NH4+].N1C=CC=CC=1.O, predict the reaction product. The product is: [C:11]([C:13](=[CH:4][C:3]1[C:2]([Cl:1])=[CH:9][CH:8]=[CH:7][C:6]=1[Cl:10])[C:14]([OH:16])=[O:15])#[N:12]. (5) Given the reactants [C:1]1([S:7]([N:10]2[C:14]3=[N:15][CH:16]=[CH:17][CH:18]=[C:13]3[CH:12]=[C:11]2[C:19](OS(C2C=CC(C)=CC=2)(=O)=O)=[CH:20][CH:21]([CH3:23])[CH3:22])(=[O:9])=[O:8])[CH:6]=[CH:5][CH:4]=[CH:3][CH:2]=1.[C:35]([C:38]1[CH:39]=[C:40](B(O)O)[CH:41]=[CH:42][CH:43]=1)(=[O:37])[CH3:36].C(=O)([O-])[O-].[Na+].[Na+], predict the reaction product. The product is: [CH3:22][CH:21]([CH3:23])[CH:20]=[C:19]([C:42]1[CH:43]=[C:38]([C:35](=[O:37])[CH3:36])[CH:39]=[CH:40][CH:41]=1)[C:11]1[N:10]([S:7]([C:1]2[CH:2]=[CH:3][CH:4]=[CH:5][CH:6]=2)(=[O:8])=[O:9])[C:14]2=[N:15][CH:16]=[CH:17][CH:18]=[C:13]2[CH:12]=1. (6) The product is: [C:39]([N:25]1[CH2:24][CH2:23][CH:22]([CH2:21][NH:20][C:10]2[N:9]=[C:8]([N:7]3[C:6]4[CH:28]=[CH:29][CH:30]=[CH:31][C:5]=4[N:4]=[C:3]3[CH:2]([F:1])[F:32])[N:13]=[C:12]([N:14]3[CH2:19][CH2:18][O:17][CH2:16][CH2:15]3)[N:11]=2)[CH2:27][CH2:26]1)(=[O:41])[CH3:40]. Given the reactants [F:1][CH:2]([F:32])[C:3]1[N:7]([C:8]2[N:13]=[C:12]([N:14]3[CH2:19][CH2:18][O:17][CH2:16][CH2:15]3)[N:11]=[C:10]([NH:20][CH2:21][CH:22]3[CH2:27][CH2:26][NH:25][CH2:24][CH2:23]3)[N:9]=2)[C:6]2[CH:28]=[CH:29][CH:30]=[CH:31][C:5]=2[N:4]=1.N1C=CC=CC=1.[C:39](OC(=O)C)(=[O:41])[CH3:40], predict the reaction product.